This data is from Forward reaction prediction with 1.9M reactions from USPTO patents (1976-2016). The task is: Predict the product of the given reaction. (1) Given the reactants [CH3:1][N:2]([CH3:29])[CH2:3][CH2:4][CH:5]([O:22][C:23]1[CH:28]=[CH:27][CH:26]=[CH:25][CH:24]=1)[C:6]1[CH:11]=[CH:10][C:9]([C:12]#[C:13][CH2:14][CH2:15][N:16]2[CH2:21][CH2:20][CH2:19][CH2:18][CH2:17]2)=[CH:8][CH:7]=1, predict the reaction product. The product is: [CH3:29][N:2]([CH3:1])[CH2:3][CH2:4][CH:5]([O:22][C:23]1[CH:24]=[CH:25][CH:26]=[CH:27][CH:28]=1)[C:6]1[CH:11]=[CH:10][C:9]([CH2:12][CH2:13][CH2:14][CH2:15][N:16]2[CH2:21][CH2:20][CH2:19][CH2:18][CH2:17]2)=[CH:8][CH:7]=1. (2) Given the reactants [Na+:1].[OH:2][C:3]1[CH:8]=[CH:7][C:6]([S:9]([O-:12])(=[O:11])=[O:10])=[CH:5][CH:4]=1.[OH-].[Na+].Br[CH2:16][C:17]#[C:18][CH3:19], predict the reaction product. The product is: [Na+:1].[CH2:16]([O:2][C:3]1[CH:8]=[CH:7][C:6]([S:9]([O-:12])(=[O:10])=[O:11])=[CH:5][CH:4]=1)[C:17]#[C:18][CH3:19]. (3) Given the reactants Cl[C:2]1[N:7]=[CH:6][C:5]([Br:8])=[CH:4][N:3]=1.[NH2:9][C:10]1[CH:15]=[CH:14][C:13]([C:16](=[O:21])[C:17]([F:20])([F:19])[F:18])=[CH:12][CH:11]=1.[Cl-].[NH4+], predict the reaction product. The product is: [Br:8][C:5]1[CH:4]=[N:3][C:2]([NH:9][C:10]2[CH:15]=[CH:14][C:13]([C:16](=[O:21])[C:17]([F:18])([F:19])[F:20])=[CH:12][CH:11]=2)=[N:7][CH:6]=1. (4) Given the reactants Br[C:2]1[CH:14]=[CH:13][C:12]2[C:11]3[C:6](=[CH:7][C:8](Br)=[CH:9][CH:10]=3)[C:5](=[O:16])[C:4]=2[CH:3]=1.[CH3:17]/[C:18](/[C:22]#[CH:23])=[CH:19]\[CH2:20][OH:21].[CH:24](N)(C)[CH3:25].[CH2:28]1[CH2:32][O:31][CH2:30][CH2:29]1, predict the reaction product. The product is: [OH:21][CH2:20]/[CH:19]=[C:18](\[CH3:17])/[C:22]#[C:23][C:2]1[CH:14]=[CH:13][C:12]2[C:11]3[C:6](=[CH:7][C:8]([C:24]#[C:25]/[C:29](/[CH3:30])=[CH:28]/[CH2:32][OH:31])=[CH:9][CH:10]=3)[C:5](=[O:16])[C:4]=2[CH:3]=1. (5) Given the reactants [Si:1]([O:8][C@H:9]1[C@H:14]([NH:15][C:16](=[O:22])[O:17][C:18]([CH3:21])([CH3:20])[CH3:19])[CH2:13][CH2:12][NH:11][CH2:10]1)([C:4]([CH3:7])([CH3:6])[CH3:5])([CH3:3])[CH3:2].Br[CH2:24][CH2:25][OH:26].C(N(C(C)C)C(C)C)C, predict the reaction product. The product is: [Si:1]([O:8][C@H:9]1[C@H:14]([NH:15][C:16](=[O:22])[O:17][C:18]([CH3:21])([CH3:20])[CH3:19])[CH2:13][CH2:12][N:11]([CH2:24][CH2:25][OH:26])[CH2:10]1)([C:4]([CH3:7])([CH3:6])[CH3:5])([CH3:3])[CH3:2]. (6) Given the reactants [Br:1][C:2]1[CH:3]=[C:4]([CH:8]=[C:9]([Br:11])[CH:10]=1)[C:5]([Cl:7])=[O:6].[C:12]1([C:20]2[CH:25]=[CH:24][CH:23]=[CH:22][CH:21]=2)[CH:17]=[CH:16][C:15]([C:18]#[N:19])=[CH:14][CH:13]=1.[Sb:26]([Cl:31])([Cl:30])([Cl:29])([Cl:28])[Cl:27], predict the reaction product. The product is: [C:12]1([C:20]2[CH:21]=[CH:22][CH:23]=[CH:24][CH:25]=2)[CH:13]=[CH:14][C:15]([C:18]2[N:19]=[C:18]([C:15]3[CH:16]=[CH:17][C:12]([C:20]4[CH:21]=[CH:22][CH:23]=[CH:24][CH:25]=4)=[CH:13][CH:14]=3)[O+:6]=[C:5]([C:4]3[CH:3]=[C:2]([Br:1])[CH:10]=[C:9]([Br:11])[CH:8]=3)[N:19]=2)=[CH:16][CH:17]=1.[Cl:27][Sb-:26]([Cl:7])([Cl:31])([Cl:30])([Cl:29])[Cl:28].